Predict the reaction yield, written as a fraction of the theoretical maximum amount of product (1.0 means a 100% yield; for example, 0.34 means a 34% yield). From a dataset of Reaction yield outcomes from USPTO patents with 853,638 reactions. (1) The reactants are [F:1][C:2]1[CH:3]=[C:4]2[C:9](=[CH:10][CH:11]=1)[NH:8][C@@H:7]([CH3:12])[CH2:6][C@H:5]2[NH:13][C:14]1[CH:19]=[CH:18][C:17]([F:20])=[CH:16][CH:15]=1.C(N(CC)CC)C.[CH:28]1([C:34](Cl)=[O:35])[CH2:33][CH2:32][CH2:31][CH2:30][CH2:29]1.[Cl-].[NH4+]. The catalyst is ClCCl. The product is [CH:28]1([C:34]([N:8]2[C:9]3[C:4](=[CH:3][C:2]([F:1])=[CH:11][CH:10]=3)[C@H:5]([NH:13][C:14]3[CH:19]=[CH:18][C:17]([F:20])=[CH:16][CH:15]=3)[CH2:6][C@@H:7]2[CH3:12])=[O:35])[CH2:33][CH2:32][CH2:31][CH2:30][CH2:29]1. The yield is 0.170. (2) The reactants are [F:1][C:2]1[CH:7]=[C:6]([F:8])[CH:5]=[CH:4][C:3]=1[C:9]1[CH:14]=[CH:13][C:12]([S:15]([NH:18][CH:19]2[CH2:24][CH2:23][CH:22]([NH:25][C:26](=O)[C:27]([F:30])([F:29])[F:28])[CH2:21][CH2:20]2)(=[O:17])=[O:16])=[CH:11][CH:10]=1.B.C1COCC1.[NH4+].[Cl-].O. The catalyst is C1COCC1. The product is [F:1][C:2]1[CH:7]=[C:6]([F:8])[CH:5]=[CH:4][C:3]=1[C:9]1[CH:14]=[CH:13][C:12]([S:15]([NH:18][C@H:19]2[CH2:20][CH2:21][C@@H:22]([NH:25][CH2:26][C:27]([F:29])([F:30])[F:28])[CH2:23][CH2:24]2)(=[O:16])=[O:17])=[CH:11][CH:10]=1. The yield is 0.790.